From a dataset of Forward reaction prediction with 1.9M reactions from USPTO patents (1976-2016). Predict the product of the given reaction. (1) Given the reactants C(NC(C)C)(C)C.[Li]CCCC.[C:13]([N:20]1[CH2:25][CH2:24][C:23](=[O:26])[CH2:22][CH2:21]1)([O:15][C:16]([CH3:19])([CH3:18])[CH3:17])=[O:14].C1(N[S:34]([C:37]([F:40])([F:39])[F:38])(=[O:36])=[O:35])C=CC=CC=1, predict the reaction product. The product is: [C:13]([N:20]1[CH2:25][CH2:24][C:23]([O:26][S:34]([C:37]([F:40])([F:39])[F:38])(=[O:36])=[O:35])=[CH:22][CH2:21]1)([O:15][C:16]([CH3:19])([CH3:18])[CH3:17])=[O:14]. (2) Given the reactants Br[C:2]1[CH:10]=[CH:9][CH:8]=[C:7]2[C:3]=1[CH2:4][NH:5][C:6]2=[O:11].C([Li])CCC.[B:17](OC)([O:20]C)[O:18]C, predict the reaction product. The product is: [O:11]=[C:6]1[C:7]2[C:3](=[C:2]([B:17]([OH:20])[OH:18])[CH:10]=[CH:9][CH:8]=2)[CH2:4][NH:5]1. (3) Given the reactants Br[C:2]1[CH:3]=[C:4]([C:8]2[CH:9]=[C:10]3[C:15](=[CH:16][CH:17]=2)[N:14]([CH3:18])[C:13](=[O:19])[CH2:12][CH2:11]3)[CH:5]=[N:6][CH:7]=1.CN1C2C(=CC(B3OC(C)(C)C(C)(C)O3)=CC=2)CCC1=O.BrC1C=NC=C(Br)C=1.[C:49]([O:53][C:54]([N:56]1[CH:61]=[C:60](B2OC(C)(C)C(C)(C)O2)[CH2:59][CH2:58][CH2:57]1)=[O:55])([CH3:52])([CH3:51])[CH3:50], predict the reaction product. The product is: [C:49]([O:53][C:54]([N:56]1[CH2:61][CH2:60][CH2:59][C:58]([C:2]2[CH:7]=[N:6][CH:5]=[C:4]([C:8]3[CH:9]=[C:10]4[C:15](=[CH:16][CH:17]=3)[N:14]([CH3:18])[C:13](=[O:19])[CH2:12][CH2:11]4)[CH:3]=2)=[CH:57]1)=[O:55])([CH3:52])([CH3:50])[CH3:51]. (4) The product is: [C:23]1([CH2:22][N:8]([CH2:7][C:1]2[CH:6]=[CH:5][CH:4]=[CH:3][CH:2]=2)[CH:9]2[CH:14]3[CH:10]2[CH2:11][NH:12][CH2:13]3)[CH:24]=[CH:25][CH:26]=[CH:27][CH:28]=1. Given the reactants [C:1]1([CH2:7][N:8]([CH2:22][C:23]2[CH:28]=[CH:27][CH:26]=[CH:25][CH:24]=2)[CH:9]2[CH:14]3[CH:10]2[CH2:11][N:12](C(OC(C)(C)C)=O)[CH2:13]3)[CH:6]=[CH:5][CH:4]=[CH:3][CH:2]=1.FC(F)(F)C(O)=O, predict the reaction product. (5) Given the reactants N#N.Br[C:4]1[CH:9]=[C:8]([C:10]([CH3:18])([CH3:17])[O:11][SiH2:12][C:13]([CH3:16])([CH3:15])[CH3:14])[CH:7]=[CH:6][N:5]=1.[Li]CCCC.CN(C)[C:26](=[O:28])[CH3:27].[NH4+].[Cl-], predict the reaction product. The product is: [C:13]([SiH2:12][O:11][C:10]([CH3:18])([CH3:17])[C:8]1[CH:7]=[CH:6][N:5]=[C:4]([C:26](=[O:28])[CH3:27])[CH:9]=1)([CH3:16])([CH3:15])[CH3:14]. (6) The product is: [ClH:21].[NH2:1][C:4]1[CH:20]=[CH:19][C:7]([O:8][C:9]2[CH:18]=[CH:17][C:12]3[B:13]([OH:16])[O:14][CH2:15][C:11]=3[CH:10]=2)=[CH:6][CH:5]=1. Given the reactants [N+:1]([C:4]1[CH:20]=[CH:19][C:7]([O:8][C:9]2[CH:18]=[CH:17][C:12]3[B:13]([OH:16])[O:14][CH2:15][C:11]=3[CH:10]=2)=[CH:6][CH:5]=1)([O-])=O.[ClH:21], predict the reaction product. (7) Given the reactants Br[C:2]1[CH:3]=[N:4][C:5]2[N:6]([CH:8]=[C:9]([CH2:11][O:12][C:13]3[CH:18]=[CH:17][C:16]([F:19])=[CH:15][CH:14]=3)[N:10]=2)[CH:7]=1.[F:20][C:21]([F:32])([F:31])[C:22]1[N:27]=[CH:26][C:25](B(O)O)=[CH:24][CH:23]=1, predict the reaction product. The product is: [F:19][C:16]1[CH:17]=[CH:18][C:13]([O:12][CH2:11][C:9]2[N:10]=[C:5]3[N:4]=[CH:3][C:2]([C:25]4[CH:26]=[N:27][C:22]([C:21]([F:32])([F:31])[F:20])=[CH:23][CH:24]=4)=[CH:7][N:6]3[CH:8]=2)=[CH:14][CH:15]=1. (8) Given the reactants CCN(CC)CC.[CH3:8][N:9]1[CH2:14][CH2:13][N:12]([C:15]2[CH:24]=[C:23]3[C:18]([CH:19]=[C:20]([C:26](O)=[O:27])[C:21](=[O:25])[NH:22]3)=[CH:17][N:16]=2)[CH2:11][CH2:10]1.CN(C(ON1N=NC2C=CC=NC1=2)=[N+](C)C)C.F[P-](F)(F)(F)(F)F.[CH3:53][O:54][C:55](=[O:63])[C:56]1[CH:61]=[CH:60][CH:59]=[C:58]([NH2:62])[CH:57]=1.C(=O)(O)[O-].[Na+], predict the reaction product. The product is: [CH3:53][O:54][C:55](=[O:63])[C:56]1[CH:61]=[CH:60][CH:59]=[C:58]([NH:62][C:26]([C:20]2[C:21](=[O:25])[NH:22][C:23]3[C:18]([CH:19]=2)=[CH:17][N:16]=[C:15]([N:12]2[CH2:11][CH2:10][N:9]([CH3:8])[CH2:14][CH2:13]2)[CH:24]=3)=[O:27])[CH:57]=1. (9) Given the reactants Br[C:2]1[CH:10]=[CH:9][CH:8]=[C:7]2[C:3]=1[CH:4]=[N:5][N:6]2[CH:11]([CH2:17][CH:18]1[CH2:23][CH2:22][O:21][CH2:20][CH2:19]1)[C:12]([O:14]CC)=O.CNCC[NH:28][CH3:29].[C:30](=[O:33])([O-])[O-].[K+].[K+].[CH:36]1([S:39]([O-:41])=[O:40])[CH2:38][CH2:37]1.[Na+].C(O)(=O)CC(CC(O)=O)(C(O)=O)O, predict the reaction product. The product is: [CH:36]1([S:39]([C:2]2[CH:10]=[CH:9][CH:8]=[C:7]3[C:3]=2[CH:4]=[N:5][N:6]3[CH:11]([CH2:17][CH:18]2[CH2:19][CH2:20][O:21][CH2:22][CH2:23]2)[C:12]([N:28]([O:33][CH3:30])[CH3:29])=[O:14])(=[O:41])=[O:40])[CH2:38][CH2:37]1.